From a dataset of Forward reaction prediction with 1.9M reactions from USPTO patents (1976-2016). Predict the product of the given reaction. (1) The product is: [F:23][C:24]1[C:25]([C:2]2[C:3]3[CH2:16][CH2:15][N:14]([C:17]4[CH:22]=[CH:21][N:20]=[CH:19][CH:18]=4)[C:4]=3[N:5]=[C:6]([N:8]3[CH2:13][CH2:12][O:11][CH2:10][CH2:9]3)[N:7]=2)=[CH:26][CH:27]=[C:28]([F:32])[C:29]=1[CH:30]=[O:31]. Given the reactants Cl[C:2]1[C:3]2[CH2:16][CH2:15][N:14]([C:17]3[CH:22]=[CH:21][N:20]=[CH:19][CH:18]=3)[C:4]=2[N:5]=[C:6]([N:8]2[CH2:13][CH2:12][O:11][CH2:10][CH2:9]2)[N:7]=1.[F:23][C:24]1[C:29]([CH:30]=[O:31])=[C:28]([F:32])[CH:27]=[CH:26][C:25]=1B(O)O.B(O)O, predict the reaction product. (2) Given the reactants [CH2:1]([N:8]([C:35](=[O:41])[C:36]([O:38][CH2:39][CH3:40])=[O:37])[CH2:9][C:10]1[CH:15]=[CH:14][C:13]([C:16]2[C:25]3[C:20](=[CH:21][CH:22]=[CH:23][CH:24]=3)[CH:19]=[CH:18][CH:17]=2)=[CH:12][C:11]=1[O:26][CH2:27][C:28]([O:30]C(C)(C)C)=[O:29])[C:2]1[CH:7]=[CH:6][CH:5]=[CH:4][CH:3]=1.C(O)(C(F)(F)F)=O.ClCCl, predict the reaction product. The product is: [CH2:1]([N:8]([CH2:9][C:10]1[CH:15]=[CH:14][C:13]([C:16]2[C:25]3[C:20](=[CH:21][CH:22]=[CH:23][CH:24]=3)[CH:19]=[CH:18][CH:17]=2)=[CH:12][C:11]=1[O:26][CH2:27][C:28]([OH:30])=[O:29])[C:35](=[O:41])[C:36]([O:38][CH2:39][CH3:40])=[O:37])[C:2]1[CH:7]=[CH:6][CH:5]=[CH:4][CH:3]=1.